From a dataset of Full USPTO retrosynthesis dataset with 1.9M reactions from patents (1976-2016). Predict the reactants needed to synthesize the given product. (1) Given the product [C:1]([N:4]1[CH:13]=[CH:12][C:11]2[C:6](=[C:7]([O:15][CH3:25])[CH:8]=[CH:9][C:10]=2[F:14])[CH:5]1[C:16]([O:18][CH2:19][CH3:20])=[O:17])(=[O:3])[CH3:2], predict the reactants needed to synthesize it. The reactants are: [C:1]([N:4]1[CH:13]=[CH:12][C:11]2[C:6](=[C:7]([OH:15])[CH:8]=[CH:9][C:10]=2[F:14])[CH:5]1[C:16]([O:18][CH2:19][CH3:20])=[O:17])(=[O:3])[CH3:2].S(OC)(O[CH3:25])(=O)=O.[H-].[Na+]. (2) Given the product [CH3:6][CH:8]([C:17](=[O:19])[CH3:18])[CH2:9][CH2:10][CH2:11][CH2:12][S:13]([OH:16])(=[O:14])=[O:15], predict the reactants needed to synthesize it. The reactants are: [OH-].[Na+].C(O[C:6]([C:8](C)([C:17](=[O:19])[CH3:18])[CH2:9][CH2:10][CH2:11][CH2:12][S:13]([OH:16])(=[O:15])=[O:14])=O)C. (3) Given the product [Cl:17][C:18]1[CH:24]=[C:23]([Cl:25])[C:22]([O:26][CH3:27])=[CH:21][C:19]=1[NH:20][C:2]1[CH:11]=[CH:10][N:9]=[C:8]2[C:3]=1[C:4]1[CH:16]=[CH:15][CH:14]=[CH:13][C:5]=1[C:6](=[O:12])[NH:7]2, predict the reactants needed to synthesize it. The reactants are: Cl[C:2]1[CH:11]=[CH:10][N:9]=[C:8]2[C:3]=1[C:4]1[CH:16]=[CH:15][CH:14]=[CH:13][C:5]=1[C:6](=[O:12])[NH:7]2.[Cl:17][C:18]1[CH:24]=[C:23]([Cl:25])[C:22]([O:26][CH3:27])=[CH:21][C:19]=1[NH2:20]. (4) The reactants are: CCN(C(C)C)C(C)C.[C:10]1([C:16]2[NH:20][C:19]([C:21]([OH:23])=O)=[CH:18][CH:17]=2)[CH:15]=[CH:14][CH:13]=[CH:12][CH:11]=1.C1C=CC2N(O)N=NC=2C=1.CCN=C=NCCCN(C)C.Cl.[NH2:46][CH2:47][C:48]([N:50]1[CH2:55][CH2:54][N:53]([C:56](=[O:67])[C:57]2[CH:62]=[CH:61][CH:60]=[CH:59][C:58]=2[C:63]([F:66])([F:65])[F:64])[CH2:52][CH2:51]1)=[O:49]. Given the product [O:49]=[C:48]([N:50]1[CH2:51][CH2:52][N:53]([C:56](=[O:67])[C:57]2[CH:62]=[CH:61][CH:60]=[CH:59][C:58]=2[C:63]([F:66])([F:65])[F:64])[CH2:54][CH2:55]1)[CH2:47][NH:46][C:21]([C:19]1[NH:20][C:16]([C:10]2[CH:11]=[CH:12][CH:13]=[CH:14][CH:15]=2)=[CH:17][CH:18]=1)=[O:23], predict the reactants needed to synthesize it.